The task is: Predict which catalyst facilitates the given reaction.. This data is from Catalyst prediction with 721,799 reactions and 888 catalyst types from USPTO. (1) Reactant: [C:1]([O:4][C@H:5]([C:8]#[C:9][C:10]#[C:11][C@H:12]([NH2:22])[CH2:13][CH2:14][CH2:15][CH2:16][CH2:17][CH2:18][CH2:19][CH2:20][CH3:21])[CH:6]=[CH2:7])(=[O:3])[CH3:2].C(N(CC)CC)C.[CH3:30][S:31](Cl)(=[O:33])=[O:32]. Product: [C:1]([O:4][C@H:5]([C:8]#[C:9][C:10]#[C:11][C@H:12]([NH:22][S:31]([CH3:30])(=[O:33])=[O:32])[CH2:13][CH2:14][CH2:15][CH2:16][CH2:17][CH2:18][CH2:19][CH2:20][CH3:21])[CH:6]=[CH2:7])(=[O:3])[CH3:2]. The catalyst class is: 2. (2) Reactant: FC(F)(F)C(O)=O.C(OC([N:15]1[C:20]2[CH:21]=[C:22]([Cl:25])[CH:23]=[CH:24][C:19]=2[O:18][CH:17]([C:26]([N:28]2[CH2:33][CH2:32][C:31]([CH2:36][C:37]3[CH:42]=[CH:41][C:40]([Cl:43])=[CH:39][CH:38]=3)([C:34]#[N:35])[CH2:30][CH2:29]2)=[O:27])[CH2:16]1)=O)(C)(C)C. Product: [Cl:43][C:40]1[CH:41]=[CH:42][C:37]([CH2:36][C:31]2([C:34]#[N:35])[CH2:32][CH2:33][N:28]([C:26]([CH:17]3[CH2:16][NH:15][C:20]4[CH:21]=[C:22]([Cl:25])[CH:23]=[CH:24][C:19]=4[O:18]3)=[O:27])[CH2:29][CH2:30]2)=[CH:38][CH:39]=1. The catalyst class is: 2. (3) Reactant: [F:1][C:2]([F:10])([F:9])[CH:3]([OH:8])[C:4]([F:7])([F:6])[F:5].Cl[C:12](Cl)([O:14]C(=O)OC(Cl)(Cl)Cl)Cl.C(N(CC)C(C)C)(C)C.[Cl:32][C:33]1[CH:38]=[CH:37][CH:36]=[C:35]([N:39]2[CH2:43][CH2:42][CH2:41][CH2:40]2)[C:34]=1[CH2:44][N:45]1[CH2:50][CH2:49][NH:48][CH2:47][CH2:46]1. Product: [Cl:32][C:33]1[CH:38]=[CH:37][CH:36]=[C:35]([N:39]2[CH2:40][CH2:41][CH2:42][CH2:43]2)[C:34]=1[CH2:44][N:45]1[CH2:46][CH2:47][N:48]([C:12]([O:8][CH:3]([C:4]([F:7])([F:6])[F:5])[C:2]([F:10])([F:9])[F:1])=[O:14])[CH2:49][CH2:50]1. The catalyst class is: 229. (4) Reactant: [H-].[Na+].[I-].[CH3:4][S+](C)(C)=O.[C:9]([O:13][C:14](=[O:29])/[CH:15]=[CH:16]/[C:17]1[CH:18]=[CH:19][C:20]([O:27][CH3:28])=[C:21]([CH:26]=1)[C:22]([O:24][CH3:25])=[O:23])([CH3:12])([CH3:11])[CH3:10].[Cl-].[NH4+]. The catalyst class is: 16. Product: [C:9]([O:13][C:14]([C@@H:15]1[CH2:4][C@H:16]1[C:17]1[CH:18]=[CH:19][C:20]([O:27][CH3:28])=[C:21]([CH:26]=1)[C:22]([O:24][CH3:25])=[O:23])=[O:29])([CH3:12])([CH3:11])[CH3:10]. (5) The catalyst class is: 7. Product: [CH3:1][C:2]1([CH3:10])[NH:11][C:12](=[O:13])[N:14]([C:15]2[CH:20]=[CH:19][C:18]([S:21][CH3:22])=[C:17]([C:23]([F:26])([F:25])[F:24])[CH:16]=2)[C:3]1=[O:4]. Reactant: [CH3:1][C:2]([NH:11][C:12]([NH:14][C:15]1[CH:20]=[CH:19][C:18]([S:21][CH3:22])=[C:17]([C:23]([F:26])([F:25])[F:24])[CH:16]=1)=[O:13])([CH3:10])[C:3](OC(C)(C)C)=[O:4].Cl. (6) Reactant: [N:1]1([CH2:6][C:7]2[CH:12]=[CH:11][C:10]([C:13]3[CH:17]=[C:16]([CH2:18][CH:19]([CH3:21])[CH3:20])[S:15][C:14]=3[S:22]([NH2:25])(=[O:24])=[O:23])=[CH:9][CH:8]=2)[CH:5]=[CH:4][N:3]=[CH:2]1.N1(C2C=CC=CN=2)CCCC1.Cl[C:38]([O:40][CH2:41][CH2:42][CH2:43][CH3:44])=[O:39]. Product: [CH2:41]([O:40][C:38]([NH:25][S:22]([C:14]1[S:15][C:16]([CH2:18][CH:19]([CH3:21])[CH3:20])=[CH:17][C:13]=1[C:10]1[CH:11]=[CH:12][C:7]([CH2:6][N:1]2[CH:5]=[CH:4][N:3]=[CH:2]2)=[CH:8][CH:9]=1)(=[O:24])=[O:23])=[O:39])[CH2:42][CH2:43][CH3:44]. The catalyst class is: 17.